The task is: Predict the reaction yield, written as a fraction of the theoretical maximum amount of product (1.0 means a 100% yield; for example, 0.34 means a 34% yield).. This data is from Reaction yield outcomes from USPTO patents with 853,638 reactions. (1) The reactants are [CH3:1][C:2]1[N:7]=[C:6]2[S:8][C:9]3[CH:15]=[CH:14][CH:13]=[CH:12][CH2:11][C:10]=3[C:5]2=[C:4]([C:16]2[CH:21]=[CH:20][C:19]([CH3:22])=[CH:18][CH:17]=2)[C:3]=1[CH:23]([CH2:28][CH2:29][CH3:30])[C:24]([O:26]C)=[O:25].[OH-].[Na+]. The catalyst is CO.O. The product is [CH3:1][C:2]1[N:7]=[C:6]2[S:8][C:9]3[CH:15]=[CH:14][CH:13]=[CH:12][CH2:11][C:10]=3[C:5]2=[C:4]([C:16]2[CH:17]=[CH:18][C:19]([CH3:22])=[CH:20][CH:21]=2)[C:3]=1[CH:23]([CH2:28][CH2:29][CH3:30])[C:24]([OH:26])=[O:25]. The yield is 0.900. (2) The reactants are [C:1]([O:5][C:6]([NH:8][CH2:9][C:10]1[CH:11]=[C:12]([CH:16]=[CH:17][CH:18]=1)[C:13]([OH:15])=O)=[O:7])([CH3:4])([CH3:3])[CH3:2].[N:19]1([CH2:24][CH2:25][NH2:26])[CH2:23][CH2:22][CH2:21][CH2:20]1.C(Cl)CCl.C1C=CC2N(O)N=NC=2C=1.C(N(CC)CC)C. The catalyst is CN(C=O)C.CCOC(C)=O. The product is [C:1]([O:5][C:6](=[O:7])[NH:8][CH2:9][C:10]1[CH:18]=[CH:17][CH:16]=[C:12]([C:13](=[O:15])[NH:26][CH2:25][CH2:24][N:19]2[CH2:23][CH2:22][CH2:21][CH2:20]2)[CH:11]=1)([CH3:2])([CH3:3])[CH3:4]. The yield is 0.580.